This data is from Full USPTO retrosynthesis dataset with 1.9M reactions from patents (1976-2016). The task is: Predict the reactants needed to synthesize the given product. The reactants are: [CH3:1][O-:2].[Na+].Br[C:5]1[CH:6]=[CH:7][CH:8]=[C:9]2[C:14]=1[CH:13]=[N:12][C:11]([NH:15][C:16]1[N:17]=[CH:18][C:19]([C:22]#[N:23])=[N:20][CH:21]=1)=[CH:10]2. Given the product [CH3:1][O:2][C:5]1[CH:6]=[CH:7][CH:8]=[C:9]2[C:14]=1[CH:13]=[N:12][C:11]([NH:15][C:16]1[N:17]=[CH:18][C:19]([C:22]#[N:23])=[N:20][CH:21]=1)=[CH:10]2, predict the reactants needed to synthesize it.